Dataset: Peptide-MHC class I binding affinity with 185,985 pairs from IEDB/IMGT. Task: Regression. Given a peptide amino acid sequence and an MHC pseudo amino acid sequence, predict their binding affinity value. This is MHC class I binding data. (1) The peptide sequence is GYGAGVAGA. The MHC is Patr-A0901 with pseudo-sequence Patr-A0901. The binding affinity (normalized) is 0.0585. (2) The peptide sequence is KQNPDIVIY. The MHC is HLA-A23:01 with pseudo-sequence HLA-A23:01. The binding affinity (normalized) is 0. (3) The peptide sequence is MAIHRSLTK. The MHC is HLA-A30:01 with pseudo-sequence HLA-A30:01. The binding affinity (normalized) is 0.744. (4) The peptide sequence is FPFKYAAAF. The MHC is Mamu-B52 with pseudo-sequence Mamu-B52. The binding affinity (normalized) is 0. (5) The peptide sequence is GRRPLKNRK. The MHC is HLA-A11:01 with pseudo-sequence HLA-A11:01. The binding affinity (normalized) is 0.0847. (6) The peptide sequence is VATTFVTPM. The MHC is HLA-B35:01 with pseudo-sequence HLA-B35:01. The binding affinity (normalized) is 0.508. (7) The peptide sequence is SGALDTTSY. The MHC is HLA-A30:02 with pseudo-sequence HLA-A30:02. The binding affinity (normalized) is 0.719.